The task is: Predict the reactants needed to synthesize the given product.. This data is from Full USPTO retrosynthesis dataset with 1.9M reactions from patents (1976-2016). Given the product [CH3:11][O:10][C:4]1[C:3]([O:2][CH3:1])=[CH:8][C:7]([C:12](=[O:14])[CH3:13])=[C:6]([CH3:9])[CH:5]=1, predict the reactants needed to synthesize it. The reactants are: [CH3:1][O:2][C:3]1[CH:8]=[CH:7][C:6]([CH3:9])=[CH:5][C:4]=1[O:10][CH3:11].[C:12](Cl)(=[O:14])[CH3:13].[Cl-].[Cl-].[Cl-].[Al+3].